From a dataset of Catalyst prediction with 721,799 reactions and 888 catalyst types from USPTO. Predict which catalyst facilitates the given reaction. (1) Reactant: C([O-])([O-])=O.[K+].[K+].Br[CH2:8][CH2:9][CH:10]=[CH2:11].N[C@H:13](C(O)=O)[CH2:14][C:15]1[CH:24]=[C:23]2[C:18](C=CC=C2)=[CH:17][CH:16]=1.C[N:29](C=O)C. Product: [CH2:8]([NH:29][C@H:14]([C:15]1[CH:24]=[CH:23][CH:18]=[CH:17][CH:16]=1)[CH3:13])[CH2:9][CH:10]=[CH2:11]. The catalyst class is: 28. (2) Reactant: [CH2:1]([S:9][C:10]1[CH:19]=[CH:18][C:13]([C:14](OC)=[O:15])=[CH:12][C:11]=1[C:20]([F:23])([F:22])[F:21])[CH2:2][CH2:3][CH2:4][CH2:5][CH2:6][CH2:7][CH3:8].O.[NH2:25][NH2:26]. Product: [CH2:1]([S:9][C:10]1[CH:19]=[CH:18][C:13]([C:14]([NH:25][NH2:26])=[O:15])=[CH:12][C:11]=1[C:20]([F:23])([F:22])[F:21])[CH2:2][CH2:3][CH2:4][CH2:5][CH2:6][CH2:7][CH3:8]. The catalyst class is: 5.